This data is from Forward reaction prediction with 1.9M reactions from USPTO patents (1976-2016). The task is: Predict the product of the given reaction. Given the reactants [F:1][C:2]1[CH:3]=[C:4]([N:9]2[CH2:13][C@H:12]([CH2:14][N:15]3[CH:19]=[CH:18][N:17]=[N:16]3)[O:11][C:10]2=[O:20])[CH:5]=[CH:6][C:7]=1I.[Si:21]([O:28][CH2:29][CH:30]1[O:34][N:33]=[C:32]([C:35]2[CH:40]=[CH:39][C:38]([Sn](C)(C)C)=[CH:37][C:36]=2[F:45])[CH2:31]1)([C:24]([CH3:27])([CH3:26])[CH3:25])([CH3:23])[CH3:22], predict the reaction product. The product is: [Si:21]([O:28][CH2:29][CH:30]1[O:34][N:33]=[C:32]([C:35]2[CH:40]=[CH:39][C:38]([C:7]3[CH:6]=[CH:5][C:4]([N:9]4[CH2:13][C@H:12]([CH2:14][N:15]5[CH:19]=[CH:18][N:17]=[N:16]5)[O:11][C:10]4=[O:20])=[CH:3][C:2]=3[F:1])=[CH:37][C:36]=2[F:45])[CH2:31]1)([C:24]([CH3:27])([CH3:25])[CH3:26])([CH3:23])[CH3:22].